The task is: Predict which catalyst facilitates the given reaction.. This data is from Catalyst prediction with 721,799 reactions and 888 catalyst types from USPTO. (1) Reactant: [F:1][C:2]1[CH:3]=[C:4]([C@@H:9]2[CH2:13][N:12]([CH2:14][CH2:15][O:16][CH3:17])[CH2:11][C@H:10]2[NH:18][C:19](=[O:37])[NH:20][C:21]2[N:25]([CH3:26])[N:24]=[C:23]([C:27]3[CH:36]=[CH:35][C:30]([C:31](OC)=[O:32])=[CH:29][CH:28]=3)[CH:22]=2)[CH:5]=[CH:6][C:7]=1[F:8].[H-].[Al+3].[Li+].[H-].[H-].[H-]. Product: [F:1][C:2]1[CH:3]=[C:4]([C@@H:9]2[CH2:13][N:12]([CH2:14][CH2:15][O:16][CH3:17])[CH2:11][C@H:10]2[NH:18][C:19]([NH:20][C:21]2[N:25]([CH3:26])[N:24]=[C:23]([C:27]3[CH:28]=[CH:29][C:30]([CH2:31][OH:32])=[CH:35][CH:36]=3)[CH:22]=2)=[O:37])[CH:5]=[CH:6][C:7]=1[F:8]. The catalyst class is: 1. (2) Reactant: [CH3:1][C:2]([CH3:19])([CH2:17][CH3:18])[C@H:3]([OH:16])[CH2:4][C:5]1[O:6][C:7]([C:10]2[CH:15]=[CH:14][CH:13]=[CH:12][CH:11]=2)=[N:8][N:9]=1.[N:20]([C@@H:23]([CH2:28][CH2:29][CH2:30][CH3:31])[C:24]([O:26][CH3:27])=[O:25])=[C:21]=[O:22]. Product: [CH3:1][C:2]([CH3:19])([CH2:17][CH3:18])[C@H:3]([O:16][C:21]([NH:20][C@@H:23]([CH2:28][CH2:29][CH2:30][CH3:31])[C:24]([O:26][CH3:27])=[O:25])=[O:22])[CH2:4][C:5]1[O:6][C:7]([C:10]2[CH:15]=[CH:14][CH:13]=[CH:12][CH:11]=2)=[N:8][N:9]=1. The catalyst class is: 11. (3) Product: [CH2:68]([NH:72][C:29]([C:26]1[CH:27]=[CH:28][C:23]([C:15]2[CH:16]=[C:17]([OH:22])[C:18]([O:20][CH3:21])=[CH:19][C:14]=2[CH:9]2[CH:8]3[CH2:34][C:35]4[C:40]([CH:7]3[C:6]3[C:11](=[CH:12][CH:13]=[C:4]([C:1](=[NH:3])[NH2:2])[CH:5]=3)[NH:10]2)=[CH:39][CH:38]=[CH:37][CH:36]=4)=[C:24]([O:32][CH3:33])[CH:25]=1)=[O:31])[CH:69]([CH3:71])[CH3:70]. The catalyst class is: 3. Reactant: [C:1]([C:4]1[CH:5]=[C:6]2[C:11](=[CH:12][CH:13]=1)[NH:10][CH:9]([C:14]1[CH:19]=[C:18]([O:20][CH3:21])[C:17]([OH:22])=[CH:16][C:15]=1[C:23]1[CH:28]=[CH:27][C:26]([C:29]([OH:31])=O)=[CH:25][C:24]=1[O:32][CH3:33])[CH:8]1[CH2:34][C:35]3[C:40]([CH:7]21)=[CH:39][CH:38]=[CH:37][CH:36]=3)(=[NH:3])[NH2:2].F[P-](F)(F)(F)(F)F.N1(O[P+](N(C)C)(N(C)C)N(C)C)C2C=CC=CC=2N=N1.[CH2:68]([NH2:72])[CH:69]([CH3:71])[CH3:70]. (4) Reactant: [F:1][C:2]([F:12])([C:9]([OH:11])=[O:10])[C:3]([F:8])([F:7])[C:4]([OH:6])=[O:5].C(=O)(O)O.[NH2:17][C:18]([NH2:20])=[NH:19].C(=O)=O. Product: [F:1][C:2]([F:12])([C:9]([O-:11])=[O:10])[C:3]([F:7])([F:8])[C:4]([O-:6])=[O:5].[NH2:19][C:18]([NH2:20])=[NH2+:17].[NH2:19][C:18]([NH2:20])=[NH2+:17]. The catalyst class is: 6. (5) Reactant: [CH2:1]([O:3][CH2:4][C:5](Cl)=[O:6])[CH3:2].[Cl:8][C:9]1[C:18]([NH2:19])=[C:17]([NH:20][CH2:21][C:22]2[O:26][N:25]=[C:24]([C:27]3[CH:32]=[CH:31][C:30]([F:33])=[CH:29][CH:28]=3)[CH:23]=2)[C:16]2[C:11](=[CH:12][CH:13]=[CH:14][CH:15]=2)[N:10]=1.C(N(CC)CC)C. Product: [Cl:8][C:9]1[C:18]([NH:19][C:5](=[O:6])[CH2:4][O:3][CH2:1][CH3:2])=[C:17]([NH:20][CH2:21][C:22]2[O:26][N:25]=[C:24]([C:27]3[CH:28]=[CH:29][C:30]([F:33])=[CH:31][CH:32]=3)[CH:23]=2)[C:16]2[C:11](=[CH:12][CH:13]=[CH:14][CH:15]=2)[N:10]=1. The catalyst class is: 4. (6) Reactant: [Cl:1][C:2]1[CH:10]=[CH:9][CH:8]=[C:7](Cl)[C:3]=1[CH:4]=[N:5][OH:6].[Cl:12]N1C(=O)CCC1=O.[ClH:20]. Product: [Cl:20][O:6][N:5]=[CH:4][C:3]1[CH:7]=[C:8]([Cl:12])[CH:9]=[CH:10][C:2]=1[Cl:1]. The catalyst class is: 3. (7) Reactant: [CH2:1]([O:5][C:6]1[C:15]2[C:10](=[CH:11][CH:12]=[C:13]([C:16]3[CH:21]=[CH:20][CH:19]=[CH:18][CH:17]=3)[CH:14]=2)[C:9](=[O:22])[N:8]([CH2:23][CH:24]([CH3:26])[CH3:25])[C:7]=1[CH2:27][NH:28]C(=O)OC(C)(C)C)[CH2:2][CH2:3][CH3:4].[ClH:36]. Product: [ClH:36].[NH2:28][CH2:27][C:7]1[N:8]([CH2:23][CH:24]([CH3:25])[CH3:26])[C:9](=[O:22])[C:10]2[C:15]([C:6]=1[O:5][CH2:1][CH2:2][CH2:3][CH3:4])=[CH:14][C:13]([C:16]1[CH:21]=[CH:20][CH:19]=[CH:18][CH:17]=1)=[CH:12][CH:11]=2. The catalyst class is: 13. (8) Reactant: [N+:1]([C:4]1[CH:14]=[CH:13][C:7]([C:8]([O:10][CH2:11][CH3:12])=[O:9])=[C:6]([CH:15]=[CH2:16])[CH:5]=1)([O-])=O. Product: [CH2:11]([O:10][C:8](=[O:9])[C:7]1[CH:13]=[CH:14][C:4]([NH2:1])=[CH:5][C:6]=1[CH2:15][CH3:16])[CH3:12]. The catalyst class is: 105.